The task is: Predict which catalyst facilitates the given reaction.. This data is from Catalyst prediction with 721,799 reactions and 888 catalyst types from USPTO. (1) Reactant: [CH3:1][N:2]([S:22]([C:25]1[S:26][CH:27]=[CH:28][CH:29]=1)(=[O:24])=[O:23])[C:3]1[CH:4]=[CH:5][CH:6]=[C:7]2[C:11]=1[NH:10][C:9]([C:12]1[S:16][C:15](C(OCC)=O)=[N:14][N:13]=1)=[CH:8]2.[OH-].[Na+].O1CCCC1. Product: [CH3:1][N:2]([C:3]1[CH:4]=[CH:5][CH:6]=[C:7]2[C:11]=1[NH:10][C:9]([C:12]1[S:16][CH:15]=[N:14][N:13]=1)=[CH:8]2)[S:22]([C:25]1[S:26][CH:27]=[CH:28][CH:29]=1)(=[O:24])=[O:23]. The catalyst class is: 5. (2) Product: [NH2:15][C:13]1[CH:12]=[CH:11][C:5]2[CH2:6][CH2:7][CH2:8][C:9](=[O:10])[N:3]([CH2:1][CH3:2])[C:4]=2[CH:14]=1. Reactant: [CH2:1]([N:3]1[C:9](=[O:10])[CH2:8][CH2:7][CH2:6][C:5]2[CH:11]=[CH:12][C:13]([N+:15]([O-])=O)=[CH:14][C:4]1=2)[CH3:2]. The catalyst class is: 50. (3) Reactant: [CH3:1][C:2]1[N:7]=[C:6]([C:8]#[N:9])[CH:5]=[C:4]([C:10]2[CH:11]=[N:12][C:13]([C:16]([F:19])([F:18])[F:17])=[CH:14][CH:15]=2)[N:3]=1.[ClH:20]. Product: [ClH:20].[CH3:1][C:2]1[N:7]=[C:6]([CH2:8][NH2:9])[CH:5]=[C:4]([C:10]2[CH:11]=[N:12][C:13]([C:16]([F:19])([F:17])[F:18])=[CH:14][CH:15]=2)[N:3]=1. The catalyst class is: 349. (4) Reactant: [Br:1][C:2]1[CH:10]=[CH:9][C:5]([C:6]([OH:8])=[O:7])=[CH:4][C:3]=1[F:11].O.[CH3:13]O. Product: [CH3:13][C:4]1[C:3]([F:11])=[C:2]([Br:1])[CH:10]=[CH:9][C:5]=1[C:6]([OH:8])=[O:7]. The catalyst class is: 65. (5) Product: [CH2:22]([O:12][C:10]1[C:9]([CH:13]([CH3:15])[CH3:14])=[CH:8][C:3]([C:4]([O:6][CH3:7])=[O:5])=[C:2]([OH:1])[CH:11]=1)[C:23]1[CH:28]=[CH:27][CH:26]=[CH:25][CH:24]=1. Reactant: [OH:1][C:2]1[CH:11]=[C:10]([OH:12])[C:9]([CH:13]([CH3:15])[CH3:14])=[CH:8][C:3]=1[C:4]([O:6][CH3:7])=[O:5].C(=O)([O-])[O-].[K+].[K+].[CH2:22](Br)[C:23]1[CH:28]=[CH:27][CH:26]=[CH:25][CH:24]=1. The catalyst class is: 10. (6) Reactant: [I:1][C:2]1[CH:6]=[CH:5][NH:4][N:3]=1.[H-].[Na+].[F:9][C:10]1[CH:11]=[N:12][CH:13]=[CH:14][C:15]=1F. The catalyst class is: 16. Product: [F:9][C:10]1[CH:11]=[N:12][CH:13]=[CH:14][C:15]=1[N:4]1[CH:5]=[CH:6][C:2]([I:1])=[N:3]1.